From a dataset of Tyrosyl-DNA phosphodiesterase HTS with 341,365 compounds. Binary Classification. Given a drug SMILES string, predict its activity (active/inactive) in a high-throughput screening assay against a specified biological target. (1) The molecule is Clc1cc(C(=O)N2CCC(n3nccc3NC(=O)C3CC3)CC2)ccc1. The result is 0 (inactive). (2) The compound is s1c(nc(c2ccc(c3ccccc3)cc2)c1)NC(=O)C=1OCCOC1. The result is 0 (inactive).